From a dataset of Full USPTO retrosynthesis dataset with 1.9M reactions from patents (1976-2016). Predict the reactants needed to synthesize the given product. (1) Given the product [CH2:8]([Sn:7]([CH2:16][CH2:17][CH2:18][CH3:19])([CH2:12][CH2:13][CH2:14][CH3:15])/[CH:6]=[CH:5]\[CH2:4][N:3]1[CH2:1][CH2:2][C@@H:21]([O:47][C:45](=[O:44])[CH3:46])[CH2:20]1)[CH2:9][CH2:10][CH3:11], predict the reactants needed to synthesize it. The reactants are: [CH2:1]([N:3]([CH2:20][CH3:21])[CH2:4]/[CH:5]=[CH:6]\[Sn:7]([CH2:16][CH2:17][CH2:18][CH3:19])([CH2:12][CH2:13][CH2:14][CH3:15])[CH2:8][CH2:9][CH2:10][CH3:11])[CH3:2].BrC/C=C\[Sn](CCCC)(CCCC)CCCC.N1CC[C@@H]([O:44][C:45](=[O:47])[CH3:46])C1. (2) Given the product [F:1][C:2]([F:8])([F:7])[CH2:3][C:4]([NH:26][C:24]1[CH:23]=[C:22]([N:27]2[CH:31]=[CH:30][CH:29]=[N:28]2)[N:21]=[C:20]([C:16]2[O:15][CH:19]=[CH:18][CH:17]=2)[N:25]=1)=[O:5], predict the reactants needed to synthesize it. The reactants are: [F:1][C:2]([F:8])([F:7])[CH2:3][C:4](O)=[O:5].C(Cl)(=O)C(Cl)=O.[O:15]1[CH:19]=[CH:18][CH:17]=[C:16]1[C:20]1[N:25]=[C:24]([NH2:26])[CH:23]=[C:22]([N:27]2[CH:31]=[CH:30][CH:29]=[N:28]2)[N:21]=1.N1C=CC=CC=1. (3) Given the product [C:1]([CH:3]([CH:9]([C:10]1[C:11]([O:18][CH3:19])=[CH:12][CH:13]=[CH:14][C:15]=1[O:16][CH3:17])[C:28]1[C:29]2[C:24](=[CH:23][CH:22]=[CH:21][CH:20]=2)[CH:25]=[CH:26][CH:27]=1)[C:4]([O:6][CH2:7][CH3:8])=[O:5])#[N:2], predict the reactants needed to synthesize it. The reactants are: [C:1](/[C:3](=[CH:9]\[C:10]1[C:15]([O:16][CH3:17])=[CH:14][CH:13]=[CH:12][C:11]=1[O:18][CH3:19])/[C:4]([O:6][CH2:7][CH3:8])=[O:5])#[N:2].[C:20]1([Mg]Br)[C:29]2[C:24](=[CH:25][CH:26]=[CH:27][CH:28]=2)[CH:23]=[CH:22][CH:21]=1. (4) Given the product [OH:15][C:7]1[C:6]([C:21](=[O:23])[CH3:22])=[C:5]([O:4][CH2:3][O:2][CH3:1])[C:10]([CH2:35][CH:34]=[C:33]([CH3:39])[CH3:38])=[C:9]([O:11][CH2:12][O:13][CH3:14])[CH:8]=1, predict the reactants needed to synthesize it. The reactants are: [CH3:1][O:2][CH2:3][O:4][C:5]1[CH:10]=[C:9]([O:11][CH2:12][O:13][CH3:14])[CH:8]=[C:7]([O:15]CC=C(C)C)[C:6]=1[C:21](=[O:23])[CH3:22].CN(C)C1C=CC=CC=1.[C:33]1([CH:39]=C[C:39]([C:33]2[CH:38]=CC=[CH:35][CH:34]=2)=O)[CH:38]=CC=[CH:35][CH:34]=1. (5) Given the product [Br:1][C:2]1[C:9]([CH2:10][Br:11])=[CH:8][CH:7]=[CH:6][C:3]=1[C:4]#[N:5], predict the reactants needed to synthesize it. The reactants are: [Br:1][C:2]1[C:9]([CH3:10])=[CH:8][CH:7]=[CH:6][C:3]=1[C:4]#[N:5].[Br:11]N1C(=O)CCC1=O.